Dataset: Forward reaction prediction with 1.9M reactions from USPTO patents (1976-2016). Task: Predict the product of the given reaction. (1) Given the reactants [Br:1][C:2]1[CH:9]=[CH:8][C:5]([CH:6]=O)=[CH:4][C:3]=1[CH2:10][C:11]([F:14])([F:13])[F:12].[NH2:15][OH:16].Cl.CC([O-])=O.[Na+], predict the reaction product. The product is: [Br:1][C:2]1[CH:9]=[CH:8][C:5]([CH:6]=[N:15][OH:16])=[CH:4][C:3]=1[CH2:10][C:11]([F:14])([F:13])[F:12]. (2) Given the reactants [Br:1][C:2]1[CH:14]=[C:13]2[C:5]([C:6]3[C:7](=[O:23])[C:8]4[CH:20]=[CH:19][C:18](OC)=[CH:17][C:9]=4[C:10]([CH3:16])([CH3:15])[C:11]=3[NH:12]2)=[CH:4][CH:3]=1.C1C2C(=CC=CC=2)CCC1=O, predict the reaction product. The product is: [Br:1][C:2]1[CH:14]=[C:13]2[C:5]([C:6]3[C:7](=[O:23])[C:8]4[CH:20]=[CH:19][CH:18]=[CH:17][C:9]=4[C:10]([CH3:15])([CH3:16])[C:11]=3[NH:12]2)=[CH:4][CH:3]=1. (3) Given the reactants [CH3:1][C:2]([O:4][C@H:5]1[C:15](=[O:16])[N:14]([CH2:17][CH2:18][N:19]([CH3:21])[CH3:20])[C:13]2[CH:12]=[CH:11][CH:10]=[CH:9][C:8]=2[S:7][C@H:6]1[C:22]1[CH:23]=[CH:24][C:25]([O:28][CH3:29])=[CH:26][CH:27]=1)=[O:3].Cl.C(OCC)(=O)CC(CC(OCC)=O)(C(OCC)=O)O.CC(C(OC)=O)=C.CC(O[C@H]1C(=O)N(CCN(C)C)C2C=CC=CC=2S[C@H]1C1C=CC(OC)=CC=1)=O.CC(C(OC)=O)=C.C(OCC)(=O)CC(CC(OCC)=O)(C(OCC)=O)O, predict the reaction product. The product is: [CH3:1][C:2]([O:4][C@H:5]1[C:15](=[O:16])[N:14]([CH2:17][CH2:18][N:19]([CH3:21])[CH3:20])[C:13]2[CH:12]=[CH:11][CH:10]=[CH:9][C:8]=2[S:7][C@H:6]1[C:22]1[CH:23]=[CH:24][C:25]([O:28][CH3:29])=[CH:26][CH:27]=1)=[O:3]. (4) Given the reactants [Br:1][C:2]1[CH:7]=[CH:6][C:5]([C:8]2([C:12](O)=O)[CH2:11]CC2)=[CH:4][CH:3]=1.C1(P([N:29]=[N+]=[N-])(C2C=CC=CC=2)=O)C=CC=CC=1.C(N(CC)CC)C.Cl.[OH-].[NH4+], predict the reaction product. The product is: [Br:1][C:2]1[CH:3]=[CH:4][C:5]([C:8]2([NH2:29])[CH2:11][CH2:12]2)=[CH:6][CH:7]=1. (5) Given the reactants [NH:1]1[C:9]2[CH:8]=[CH:7][N:6]=[CH:5][C:4]=2[CH2:3][C:2]1=[O:10].[Cl:11][C:12]1[C:13]([F:20])=[C:14]([CH:17]=[CH:18][CH:19]=1)[CH:15]=O.N1CCCCC1, predict the reaction product. The product is: [Cl:11][C:12]1[C:13]([F:20])=[C:14]([CH:17]=[CH:18][CH:19]=1)/[CH:15]=[C:3]1\[C:2](=[O:10])[NH:1][C:9]2[CH:8]=[CH:7][N:6]=[CH:5][C:4]\1=2. (6) Given the reactants [NH2:1][C:2]1[CH:3]=[CH:4][C:5]([S:12](=[O:25])(=[O:24])[NH:13][C:14]2[CH:15]=[CH:16][C:17]3[CH2:21][O:20][B:19]([OH:22])[C:18]=3[CH:23]=2)=[C:6]([CH2:8][C:9]([OH:11])=O)[CH:7]=1.Cl.[F:27][C:28]1([F:33])[CH2:31][CH:30]([NH2:32])[CH2:29]1.C1CN([P+](ON2N=NC3C=CC=CC2=3)(N2CCCC2)N2CCCC2)CC1.F[P-](F)(F)(F)(F)F.C(N(CC)CC)C, predict the reaction product. The product is: [NH2:1][C:2]1[CH:3]=[CH:4][C:5]([S:12](=[O:24])(=[O:25])[NH:13][C:14]2[CH:15]=[CH:16][C:17]3[CH2:21][O:20][B:19]([OH:22])[C:18]=3[CH:23]=2)=[C:6]([CH2:8][C:9]([NH:32][CH:30]2[CH2:31][C:28]([F:33])([F:27])[CH2:29]2)=[O:11])[CH:7]=1.